Dataset: Full USPTO retrosynthesis dataset with 1.9M reactions from patents (1976-2016). Task: Predict the reactants needed to synthesize the given product. Given the product [ClH:69].[NH2:53][CH2:54][CH2:55][CH2:56][CH2:57][CH2:58][C:6]([NH:7][CH2:8][C:9]1[N:10]=[N:11][N:12]([C:14]2[CH:15]=[C:16]([NH:20][C:21]([N:23]3[C@@H:29]4[CH2:30][N:26]([CH2:27][CH2:28]4)[C:25]4[CH:31]=[CH:32][C:33]([C:35]5[CH:40]=[CH:39][CH:38]=[C:37]([C:41]([F:42])([F:44])[F:43])[CH:36]=5)=[N:34][C:24]3=4)=[O:22])[CH:17]=[CH:18][CH:19]=2)[CH:13]=1)=[O:5], predict the reactants needed to synthesize it. The reactants are: C([O:5][C:6](=O)[NH:7][CH2:8][C:9]1[N:10]=[N:11][N:12]([C:14]2[CH:19]=[CH:18][CH:17]=[C:16]([NH:20][C:21]([N:23]3[C@@H:29]4[CH2:30][N:26]([CH2:27][CH2:28]4)[C:25]4[CH:31]=[CH:32][C:33]([C:35]5[CH:40]=[CH:39][CH:38]=[C:37]([C:41]([F:44])([F:43])[F:42])[CH:36]=5)=[N:34][C:24]3=4)=[O:22])[CH:15]=2)[CH:13]=1)(C)(C)C.C(OC([NH:53][CH2:54][CH2:55][CH2:56][CH2:57][CH2:58]C(ON1C(=O)CCC1=O)=O)=O)(C)(C)C.[ClH:69].